This data is from Catalyst prediction with 721,799 reactions and 888 catalyst types from USPTO. The task is: Predict which catalyst facilitates the given reaction. (1) Reactant: [CH3:1][O:2][C:3]1[CH:4]=[C:5]([CH:8]=[C:9]([O:11][CH3:12])[CH:10]=1)[C:6]#[N:7].[Br-:13].[Br-].[Br-].[NH+]1C=CC=CC=1.[NH+]1C=CC=CC=1.[NH+]1C=CC=CC=1. Product: [Br:13][C:4]1[C:5]([C:6]#[N:7])=[CH:8][C:9]([O:11][CH3:12])=[CH:10][C:3]=1[O:2][CH3:1]. The catalyst class is: 2. (2) Reactant: Cl[CH2:2][C:3]1[CH:13]=[CH:12][C:6]2[O:7][C:8]([F:11])([F:10])[O:9][C:5]=2[CH:4]=1.[C-:14]#[N:15].[Na+]. Product: [F:10][C:8]1([F:11])[O:7][C:6]2[CH:12]=[CH:13][C:3]([CH2:2][C:14]#[N:15])=[CH:4][C:5]=2[O:9]1. The catalyst class is: 16.